From a dataset of Full USPTO retrosynthesis dataset with 1.9M reactions from patents (1976-2016). Predict the reactants needed to synthesize the given product. (1) Given the product [Cl:1][C:2]1[C:8]([C:9]([F:11])([F:10])[F:12])=[CH:7][CH:6]=[C:5]([Cl:13])[C:3]=1[N:4]=[C:14]=[O:15], predict the reactants needed to synthesize it. The reactants are: [Cl:1][C:2]1[C:8]([C:9]([F:12])([F:11])[F:10])=[CH:7][CH:6]=[C:5]([Cl:13])[C:3]=1[NH2:4].[C:14](Cl)(Cl)=[O:15]. (2) Given the product [C:1]1([N:7]2[C:11]3=[N:12][CH:13]=[CH:14][CH:15]=[C:10]3[N:9]=[C:8]2[C@@H:16]([NH:18][C:20]2[N:28]=[CH:27][N:26]=[C:25]3[C:21]=2[N:22]=[CH:23][NH:24]3)[CH3:17])[CH:2]=[CH:3][CH:4]=[CH:5][CH:6]=1, predict the reactants needed to synthesize it. The reactants are: [C:1]1([N:7]2[C:11]3=[N:12][CH:13]=[CH:14][CH:15]=[C:10]3[N:9]=[C:8]2[C@@H:16]([NH2:18])[CH3:17])[CH:6]=[CH:5][CH:4]=[CH:3][CH:2]=1.Cl[C:20]1[N:28]=[CH:27][N:26]=[C:25]2[C:21]=1[N:22]=[CH:23][NH:24]2.CCN(C(C)C)C(C)C.